Dataset: Forward reaction prediction with 1.9M reactions from USPTO patents (1976-2016). Task: Predict the product of the given reaction. (1) Given the reactants [C:1]([C:4]1[N:5]=[C:6]([N:9]2[CH2:13][CH2:12][C@@H:11](OS(C)(=O)=O)[CH2:10]2)[S:7][CH:8]=1)(=[O:3])[NH2:2].[C:19]([O-:22])(=[S:21])[CH3:20].[K+], predict the reaction product. The product is: [C:19]([S:21][C@H:11]1[CH2:12][CH2:13][N:9]([C:6]2[S:7][CH:8]=[C:4]([C:1](=[O:3])[NH2:2])[N:5]=2)[CH2:10]1)(=[O:22])[CH3:20]. (2) The product is: [Cl:28][C:13]1[C:12]([NH:32][C:31]2[CH:33]=[CH:34][CH:35]=[CH:36][C:30]=2[Cl:29])=[N:19][CH:18]=[C:17]([C:20]2[CH:25]=[CH:24][CH:23]=[C:22]([O:26][CH3:27])[CH:21]=2)[C:14]=1[C:15]#[N:16]. Given the reactants C[Si]([N-][Si](C)(C)C)(C)C.[Li+].Cl[C:12]1[C:13]([Cl:28])=[C:14]([C:17]([C:20]2[CH:25]=[CH:24][CH:23]=[C:22]([O:26][CH3:27])[CH:21]=2)=[CH:18][N:19]=1)[C:15]#[N:16].[Cl:29][C:30]1[CH:36]=[CH:35][CH:34]=[CH:33][C:31]=1[NH2:32], predict the reaction product. (3) Given the reactants [Cl:1][C:2]1[C:7]([Cl:8])=[CH:6][CH:5]=[CH:4][C:3]=1[N:9]1[CH:13]=[N:12][CH:11]=[N:10]1.C1C(=O)N([Br:21])C(=O)C1.CC(N=NC(C#N)(C)C)(C#N)C, predict the reaction product. The product is: [Br:21][C:13]1[N:9]([C:3]2[CH:4]=[CH:5][CH:6]=[C:7]([Cl:8])[C:2]=2[Cl:1])[N:10]=[CH:11][N:12]=1. (4) Given the reactants [S:1]1[CH:5]=[CH:4][CH:3]=[CH:2]1.[Li]CCCC.[CH2:11]1[O:14][C@H:12]1[CH3:13].B(F)(F)F.CCOCC.CCN(C(C)C)C(C)C.[CH3:33][S:34](Cl)(=[O:36])=[O:35], predict the reaction product. The product is: [CH3:33][S:34]([O:14][C@@H:12]([CH3:13])[CH2:11][C:2]1[S:1][CH:5]=[CH:4][CH:3]=1)(=[O:36])=[O:35]. (5) Given the reactants [CH3:1][C:2]12[CH2:15][CH2:14][C:13](=[O:16])[CH:12]=[C:11]1[NH:10][CH2:9][CH:8]1[CH:3]2[CH2:4][CH2:5][C:6]2([CH3:21])[C:19](=[O:20])[CH2:18][CH2:17][CH:7]21.[CH3:22][Si:23]([CH2:26][CH2:27][O:28][CH2:29]Cl)([CH3:25])[CH3:24].CCN(C(C)C)C(C)C, predict the reaction product. The product is: [CH3:1][C:2]12[CH2:15][CH2:14][C:13](=[O:16])[CH:12]=[C:11]1[N:10]([CH2:29][O:28][CH2:27][CH2:26][Si:23]([CH3:25])([CH3:24])[CH3:22])[CH2:9][CH:8]1[CH:3]2[CH2:4][CH2:5][C:6]2([CH3:21])[C:19](=[O:20])[CH2:18][CH2:17][CH:7]21. (6) The product is: [CH3:1][O:2][C:3]([C@@H:5]1[CH2:9][CH2:8][CH2:7][C@@H:6]1[N:10]([CH2:11][C:12]1[CH:17]=[CH:16][C:15]([F:18])=[C:14]([F:19])[CH:13]=1)[C:36](=[O:37])[CH2:35][C:30]1[NH:29][C:28]2[CH:39]=[CH:40][C:25]([NH:24][S:21]([CH3:20])(=[O:23])=[O:22])=[CH:26][C:27]=2[S:32](=[O:33])(=[O:34])[N:31]=1)=[O:4]. Given the reactants [CH3:1][O:2][C:3]([C@@H:5]1[CH2:9][CH2:8][CH2:7][C@@H:6]1[NH:10][CH2:11][C:12]1[CH:17]=[CH:16][C:15]([F:18])=[C:14]([F:19])[CH:13]=1)=[O:4].[CH3:20][S:21]([NH:24][C:25]1[CH:40]=[CH:39][C:28]2[NH:29][C:30]([CH2:35][C:36](O)=[O:37])=[N:31][S:32](=[O:34])(=[O:33])[C:27]=2[CH:26]=1)(=[O:23])=[O:22].C1(N=C=NC2CCCCC2)CCCCC1.ClCCl, predict the reaction product.